This data is from Forward reaction prediction with 1.9M reactions from USPTO patents (1976-2016). The task is: Predict the product of the given reaction. (1) Given the reactants [CH2:1]([C@H:8]1[N:13]([C:14]([C:16]2[N:17]=[CH:18][N:19]([CH:27]3[CH2:32][CH2:31][CH2:30][CH2:29][C:28]3([CH2:34][CH2:35][C:36]#[N:37])[OH:33])[C:20]=2[C:21]2[CH:26]=[CH:25][CH:24]=[CH:23][CH:22]=2)=[O:15])[CH2:12][CH2:11][N:10]([C:38]([O:40][C:41]([CH3:44])([CH3:43])[CH3:42])=[O:39])[CH2:9]1)[C:2]1[CH:7]=[CH:6][CH:5]=[CH:4][CH:3]=1.C[Si]([N:49]=[N+:50]=[N-:51])(C)C.C([Sn](CCCC)=O)CCC, predict the reaction product. The product is: [CH2:1]([C@H:8]1[N:13]([C:14]([C:16]2[N:17]=[CH:18][N:19]([CH:27]3[CH2:32][CH2:31][CH2:30][CH2:29][C:28]3([OH:33])[CH2:34][CH2:35][C:36]3[NH:51][N:50]=[N:49][N:37]=3)[C:20]=2[C:21]2[CH:26]=[CH:25][CH:24]=[CH:23][CH:22]=2)=[O:15])[CH2:12][CH2:11][N:10]([C:38]([O:40][C:41]([CH3:44])([CH3:43])[CH3:42])=[O:39])[CH2:9]1)[C:2]1[CH:7]=[CH:6][CH:5]=[CH:4][CH:3]=1. (2) Given the reactants [CH3:1][O:2][C:3](=[O:30])[CH2:4][C@H:5]1[C:9]2[CH:10]=[CH:11][C:12]([O:14][C@H:15]3[C:23]4[C:18](=[C:19]([CH2:28]Br)[C:20]([C:24]([F:27])([F:26])[F:25])=[CH:21][CH:22]=4)[CH2:17][CH2:16]3)=[CH:13][C:8]=2[O:7][CH2:6]1.[N:31]1[C:36]2[CH2:37][CH2:38][N:39](C[B-](F)(F)F)[CH2:40][C:35]=2[CH:34]=[N:33][CH:32]=1, predict the reaction product. The product is: [CH3:1][O:2][C:3](=[O:30])[CH2:4][C@H:5]1[C:9]2[CH:10]=[CH:11][C:12]([O:14][C@H:15]3[C:23]4[C:18](=[C:19]([CH2:28][N:39]5[CH2:38][CH2:37][C:36]6[N:31]=[CH:32][N:33]=[CH:34][C:35]=6[CH2:40]5)[C:20]([C:24]([F:27])([F:26])[F:25])=[CH:21][CH:22]=4)[CH2:17][CH2:16]3)=[CH:13][C:8]=2[O:7][CH2:6]1. (3) Given the reactants [Cl:1][C:2]1[CH:7]=[CH:6][CH:5]=[CH:4][C:3]=1[S:8]([C@H:11]1[CH2:15][N:14]([C:16](=S)[CH2:17][C:18](=O)[CH3:19])[C@H:13]([C:22]([O:24][CH3:25])=[O:23])[CH2:12]1)(=[O:10])=[O:9].FC(F)(F)C(O)=O.[S:33]1[CH2:38][CH2:37][CH:36]([NH:39][NH2:40])[CH2:35][CH2:34]1, predict the reaction product. The product is: [CH3:25][O:24][C:22]([C@@H:13]1[CH2:12][C@@H:11]([S:8]([C:3]2[CH:4]=[CH:5][CH:6]=[CH:7][C:2]=2[Cl:1])(=[O:10])=[O:9])[CH2:15][N:14]1[C:16]1[N:39]([CH:36]2[CH2:37][CH2:38][S:33][CH2:34][CH2:35]2)[N:40]=[C:18]([CH3:19])[CH:17]=1)=[O:23]. (4) Given the reactants [CH2:1]([C:3]1[C:8](=[O:9])[NH:7][C:6]([CH3:10])=[C:5]([C:11]2[O:15][C:14]([S:16]([Cl:19])(=[O:18])=[O:17])=[CH:13][CH:12]=2)[CH:4]=1)[CH3:2].[N:20]1([CH2:26][CH2:27][NH2:28])[CH2:25][CH2:24][CH2:23][CH2:22][CH2:21]1, predict the reaction product. The product is: [ClH:19].[N:20]1([CH2:26][CH2:27][NH:28][S:16]([C:14]2[O:15][C:11]([C:5]3[CH:4]=[C:3]([CH2:1][CH3:2])[C:8](=[O:9])[NH:7][C:6]=3[CH3:10])=[CH:12][CH:13]=2)(=[O:18])=[O:17])[CH2:25][CH2:24][CH2:23][CH2:22][CH2:21]1.